The task is: Predict the reactants needed to synthesize the given product.. This data is from Full USPTO retrosynthesis dataset with 1.9M reactions from patents (1976-2016). (1) Given the product [NH2:29][CH:26]1[CH2:25][CH2:24][N:23]([C:21]([C:20]2[CH:19]=[CH:18][C:17]([C:14]3[N:15]=[CH:16][C:11]4[N:12]([C:8]([C:5]5[CH:6]=[CH:7][C:2]([Cl:1])=[CH:3][CH:4]=5)=[CH:9][N:10]=4)[CH:13]=3)=[CH:38][CH:37]=2)=[O:22])[CH2:28][CH2:27]1.[C:39]([OH:45])([C:41]([F:44])([F:43])[F:42])=[O:40], predict the reactants needed to synthesize it. The reactants are: [Cl:1][C:2]1[CH:7]=[CH:6][C:5]([C:8]2[N:12]3[CH:13]=[C:14]([C:17]4[CH:38]=[CH:37][C:20]([C:21]([N:23]5[CH2:28][CH2:27][CH:26]([NH:29]C(=O)OC(C)(C)C)[CH2:25][CH2:24]5)=[O:22])=[CH:19][CH:18]=4)[N:15]=[CH:16][C:11]3=[N:10][CH:9]=2)=[CH:4][CH:3]=1.[C:39]([OH:45])([C:41]([F:44])([F:43])[F:42])=[O:40]. (2) Given the product [NH2:25][C:20]1[CH:21]=[CH:22][CH:23]=[CH:24][C:19]=1[NH:18][C:16]([NH:15][C:6]1[C:5]2[C:10](=[CH:11][C:12]([O:13][CH3:14])=[C:3]([O:2][CH3:1])[CH:4]=2)[N:9]=[CH:8][N:7]=1)=[O:17], predict the reactants needed to synthesize it. The reactants are: [CH3:1][O:2][C:3]1[CH:4]=[C:5]2[C:10](=[CH:11][C:12]=1[O:13][CH3:14])[N:9]=[CH:8][N:7]=[C:6]2[NH:15][C:16]([NH:18][C:19]1[CH:24]=[CH:23][CH:22]=[CH:21][C:20]=1[N+:25]([O-])=O)=[O:17]. (3) Given the product [C:1]([Si:5]([CH3:28])([CH3:27])[O:6][C:7]1[CH:8]=[C:9]([C:15]([C:17]2[CH:18]=[C:19]([O:25][CH3:26])[CH:20]=[C:21]([O:23][CH3:24])[CH:22]=2)=[O:16])[CH:10]=[CH:11][C:12]=1[O:13][CH3:14])([CH3:3])([CH3:2])[CH3:4], predict the reactants needed to synthesize it. The reactants are: [C:1]([Si:5]([CH3:28])([CH3:27])[O:6][C:7]1[CH:8]=[C:9]([CH:15]([C:17]2[CH:22]=[C:21]([O:23][CH3:24])[CH:20]=[C:19]([O:25][CH3:26])[CH:18]=2)[OH:16])[CH:10]=[CH:11][C:12]=1[O:13][CH3:14])([CH3:4])([CH3:3])[CH3:2]. (4) The reactants are: Cl[C:2]1[C:11]2[C:6](=[CH:7][CH:8]=[CH:9][CH:10]=2)[C:5]([C:12]2[CH:17]=[CH:16][CH:15]=[CH:14][CH:13]=2)=[N:4][N:3]=1.[CH3:18][O:19][C:20]1[CH:29]=[C:28]2[C:23]([C:24]([CH2:30][C:31]3[CH:36]=[CH:35][C:34]([NH2:37])=[CH:33][CH:32]=3)=[CH:25][CH:26]=[N:27]2)=[CH:22][CH:21]=1. Given the product [CH3:18][O:19][C:20]1[CH:29]=[C:28]2[C:23]([C:24]([CH2:30][C:31]3[CH:32]=[CH:33][C:34]([NH:37][C:2]4[C:11]5[C:6](=[CH:7][CH:8]=[CH:9][CH:10]=5)[C:5]([C:12]5[CH:17]=[CH:16][CH:15]=[CH:14][CH:13]=5)=[N:4][N:3]=4)=[CH:35][CH:36]=3)=[CH:25][CH:26]=[N:27]2)=[CH:22][CH:21]=1, predict the reactants needed to synthesize it. (5) Given the product [N+:1]([C:4]1[CH:5]=[C:6]([CH:10]=[C:11]([C:13]([F:14])([F:15])[F:16])[CH:12]=1)[C:7]([O:9][CH3:17])=[O:8])([O-:3])=[O:2], predict the reactants needed to synthesize it. The reactants are: [N+:1]([C:4]1[CH:5]=[C:6]([CH:10]=[C:11]([C:13]([F:16])([F:15])[F:14])[CH:12]=1)[C:7]([OH:9])=[O:8])([O-:3])=[O:2].[C:17](Cl)(=O)C.